Dataset: Full USPTO retrosynthesis dataset with 1.9M reactions from patents (1976-2016). Task: Predict the reactants needed to synthesize the given product. (1) Given the product [CH2:1]([N:3]1[CH2:16][CH2:15][C:6]2[N:7]([CH2:23][CH:22]([C:21]3[CH:25]=[CH:26][C:18]([CH3:17])=[CH:19][CH:20]=3)[OH:24])[C:8]3[CH:9]=[CH:10][C:11]([CH3:14])=[CH:12][C:13]=3[C:5]=2[CH2:4]1)[CH3:2], predict the reactants needed to synthesize it. The reactants are: [CH2:1]([N:3]1[CH2:16][CH2:15][C:6]2[NH:7][C:8]3[CH:9]=[CH:10][C:11]([CH3:14])=[CH:12][C:13]=3[C:5]=2[CH2:4]1)[CH3:2].[CH3:17][C:18]1[CH:26]=[CH:25][C:21]([CH:22]2[O:24][CH2:23]2)=[CH:20][CH:19]=1.[H-].[Na+].FC(F)(F)C([O-])=O. (2) Given the product [F:20][C:18]1[CH:17]=[CH:16][N:15]=[C:14]([C:2]2[S:3][CH:4]=[C:5]([CH3:7])[N:6]=2)[CH:19]=1, predict the reactants needed to synthesize it. The reactants are: Br[C:2]1[S:3][CH:4]=[C:5]([CH3:7])[N:6]=1.C([Li])CCC.Cl[C:14]1[CH:19]=[C:18]([F:20])[CH:17]=[CH:16][N:15]=1.CCOC(C)=O. (3) Given the product [N+:13]([C:5]1[CH:6]=[CH:7][CH:8]=[C:9]([N+:10]([O-:12])=[O:11])[C:4]=1[NH:2][CH3:1])([O-:15])=[O:14], predict the reactants needed to synthesize it. The reactants are: [CH3:1][NH2:2].Cl[C:4]1[C:9]([N+:10]([O-:12])=[O:11])=[CH:8][CH:7]=[CH:6][C:5]=1[N+:13]([O-:15])=[O:14]. (4) Given the product [NH2:1][C:2]1[C:7]2=[CH:8][CH:9]=[C:10]([C@:11]3([C:44]#[N:45])[O:12][C@H:13]([CH2:21][O:22][P@@:23]([NH:32][C@@H:33]([CH3:43])[C:34]([O:36][CH2:37][CH:38]([CH2:39][CH3:40])[CH2:41][CH3:42])=[O:35])([O:25][C:26]4[CH:27]=[CH:28][CH:29]=[CH:30][CH:31]=4)=[O:24])[C@@H:14]([OH:18])[C@H:15]3[OH:16])[N:6]2[N:5]=[CH:4][N:3]=1, predict the reactants needed to synthesize it. The reactants are: [NH2:1][C:2]1[C:7]2=[CH:8][CH:9]=[C:10]([C@@:11]3([C:44]#[N:45])[C@@H:15]4[O:16]C(C)(C)[O:18][C@@H:14]4[C@@H:13]([CH2:21][O:22][P@@:23]([NH:32][C@@H:33]([CH3:43])[C:34]([O:36][CH2:37][CH:38]([CH2:41][CH3:42])[CH2:39][CH3:40])=[O:35])([O:25][C:26]4[CH:31]=[CH:30][CH:29]=[CH:28][CH:27]=4)=[O:24])[O:12]3)[N:6]2[N:5]=[CH:4][N:3]=1. (5) Given the product [N:1]([C@@H:4]1[CH2:13][CH2:12][CH2:11][C:10]2[CH:9]=[C:8]([CH2:14][N:16]3[CH2:21][CH2:20][CH2:19][CH2:18][CH2:17]3)[CH:7]=[CH:6][C:5]1=2)=[N+:2]=[N-:3], predict the reactants needed to synthesize it. The reactants are: [N:1]([C@@H:4]1[CH2:13][CH2:12][CH2:11][C:10]2[CH:9]=[C:8]([CH:14]=O)[CH:7]=[CH:6][C:5]1=2)=[N+:2]=[N-:3].[NH:16]1[CH2:21][CH2:20][CH2:19][CH2:18][CH2:17]1.C(OC)(OC)OC.[BH-](OC(C)=O)(OC(C)=O)OC(C)=O.[Na+]. (6) Given the product [CH3:38][O:37][C:34]1[CH:33]=[CH:32][C:31]([CH2:30][N:8]([CH2:7][C:6]2[CH:5]=[CH:4][C:3]([O:2][CH3:1])=[CH:40][CH:39]=2)[C:9]2[N:10]=[CH:11][C:12]([C:15]3[C:16]4[CH2:29][CH2:28][N:27]([C:42]5[CH:43]=[C:44]([C:49]([N:51]6[CH2:52][CH2:53][N:54]([CH3:57])[CH2:55][CH2:56]6)=[O:50])[CH:45]=[CH:46][C:47]=5[CH3:48])[C:17]=4[N:18]=[C:19]([N:21]4[CH2:26][CH2:25][O:24][CH2:23][CH2:22]4)[N:20]=3)=[CH:13][N:14]=2)=[CH:36][CH:35]=1, predict the reactants needed to synthesize it. The reactants are: [CH3:1][O:2][C:3]1[CH:40]=[CH:39][C:6]([CH2:7][N:8]([CH2:30][C:31]2[CH:36]=[CH:35][C:34]([O:37][CH3:38])=[CH:33][CH:32]=2)[C:9]2[N:14]=[CH:13][C:12]([C:15]3[C:16]4[CH2:29][CH2:28][NH:27][C:17]=4[N:18]=[C:19]([N:21]4[CH2:26][CH2:25][O:24][CH2:23][CH2:22]4)[N:20]=3)=[CH:11][N:10]=2)=[CH:5][CH:4]=1.Br[C:42]1[CH:43]=[C:44]([C:49]([N:51]2[CH2:56][CH2:55][N:54]([CH3:57])[CH2:53][CH2:52]2)=[O:50])[CH:45]=[CH:46][C:47]=1[CH3:48].